Dataset: Reaction yield outcomes from USPTO patents with 853,638 reactions. Task: Predict the reaction yield, written as a fraction of the theoretical maximum amount of product (1.0 means a 100% yield; for example, 0.34 means a 34% yield). (1) The reactants are Br[C:2]1[N:3]=[C:4]([N:23]([C:33]([O:35][C:36]([CH3:39])([CH3:38])[CH3:37])=[O:34])[CH2:24][C:25]2[C:30]([Cl:31])=[CH:29][CH:28]=[CH:27][C:26]=2[Cl:32])[C:5]([N:8]([C:16]([O:18][C:19]([CH3:22])([CH3:21])[CH3:20])=[O:17])[C:9]([O:11][C:12]([CH3:15])([CH3:14])[CH3:13])=[O:10])=[N:6][CH:7]=1.CC1(C)C(C)(C)OB([C:48]2[CH:55]=[CH:54][C:51]([CH:52]=[O:53])=[CH:50][CH:49]=2)O1.C([O-])([O-])=O.[Na+].[Na+]. The catalyst is COCCOC. The product is [C:36]([O:35][C:33]([N:23]([CH2:24][C:25]1[C:30]([Cl:31])=[CH:29][CH:28]=[CH:27][C:26]=1[Cl:32])[C:4]1[C:5]([N:8]([C:9]([O:11][C:12]([CH3:14])([CH3:13])[CH3:15])=[O:10])[C:16]([O:18][C:19]([CH3:22])([CH3:21])[CH3:20])=[O:17])=[N:6][CH:7]=[C:2]([C:48]2[CH:55]=[CH:54][C:51]([CH:52]=[O:53])=[CH:50][CH:49]=2)[N:3]=1)=[O:34])([CH3:39])([CH3:37])[CH3:38]. The yield is 0.870. (2) The reactants are Br[C:2]1[CH:7]=[CH:6][C:5]([O:8][CH2:9][CH2:10][CH2:11][CH3:12])=[C:4]([F:13])[CH:3]=1.[Li]CCCC.[B:19](OC)([O:22]C)[O:20]C.Cl. The catalyst is C1COCC1. The product is [CH2:9]([O:8][C:5]1[CH:6]=[CH:7][C:2]([B:19]([OH:22])[OH:20])=[CH:3][C:4]=1[F:13])[CH2:10][CH2:11][CH3:12]. The yield is 0.660. (3) The reactants are [Br:1][C:2]1[C:3]([OH:12])=[C:4]([O:10][CH3:11])[CH:5]=[C:6]([CH:9]=1)[CH:7]=[O:8].[C:13](=O)([O-])[O-].[K+].[K+].COS(OC)(=O)=O. The catalyst is CC(C)=O.C(OCC)(=O)C. The product is [Br:1][C:2]1[CH:9]=[C:6]([CH:5]=[C:4]([O:10][CH3:11])[C:3]=1[O:12][CH3:13])[CH:7]=[O:8]. The yield is 0.890.